From a dataset of Peptide-MHC class II binding affinity with 134,281 pairs from IEDB. Regression. Given a peptide amino acid sequence and an MHC pseudo amino acid sequence, predict their binding affinity value. This is MHC class II binding data. (1) The peptide sequence is MIIPKSLAGPISQHN. The MHC is DRB1_0101 with pseudo-sequence DRB1_0101. The binding affinity (normalized) is 0.637. (2) The peptide sequence is EFKNTKGLHHLQIIL. The MHC is DRB1_0101 with pseudo-sequence DRB1_0101. The binding affinity (normalized) is 0.482. (3) The peptide sequence is GLGWYKIEIDQDHQE. The MHC is DRB3_0101 with pseudo-sequence DRB3_0101. The binding affinity (normalized) is 0.375. (4) The peptide sequence is RVWEQIFSTWLLKPG. The MHC is HLA-DQA10101-DQB10501 with pseudo-sequence HLA-DQA10101-DQB10501. The binding affinity (normalized) is 0.198. (5) The binding affinity (normalized) is 0.441. The MHC is HLA-DQA10102-DQB10602 with pseudo-sequence HLA-DQA10102-DQB10602. The peptide sequence is YQPAAMRRLSLILLA. (6) The binding affinity (normalized) is 0.821. The peptide sequence is YDHFLANVSTVLTGK. The MHC is DRB1_1302 with pseudo-sequence DRB1_1302.